This data is from Reaction yield outcomes from USPTO patents with 853,638 reactions. The task is: Predict the reaction yield, written as a fraction of the theoretical maximum amount of product (1.0 means a 100% yield; for example, 0.34 means a 34% yield). (1) The reactants are C1C=CC2N(O)N=NC=2C=1.CCN(C(C)C)C(C)C.[F:20][C:21]1[CH:29]=[CH:28][C:24]([C:25]([OH:27])=O)=[CH:23][CH:22]=1.CCN=C=NCCCN(C)C.Cl.Cl.[C:43]1([C:61]2[CH:66]=[CH:65][CH:64]=[CH:63][CH:62]=2)[CH:48]=[CH:47][C:46]([NH:49][C:50](=[O:60])[CH2:51][C:52](=[O:59])[N:53]2[CH2:58][CH2:57][NH:56][CH2:55][CH2:54]2)=[CH:45][CH:44]=1. The catalyst is CN(C=O)C.O. The product is [C:43]1([C:61]2[CH:66]=[CH:65][CH:64]=[CH:63][CH:62]=2)[CH:44]=[CH:45][C:46]([NH:49][C:50](=[O:60])[CH2:51][C:52]([N:53]2[CH2:54][CH2:55][N:56]([C:25](=[O:27])[C:24]3[CH:23]=[CH:22][C:21]([F:20])=[CH:29][CH:28]=3)[CH2:57][CH2:58]2)=[O:59])=[CH:47][CH:48]=1. The yield is 0.970. (2) The catalyst is O. The product is [N:10]1[C:11]2[CH:16]=[CH:15][CH:14]=[CH:13][C:12]=2[NH:17][C:7]=1[CH:4]1[CH2:5][CH2:6][NH:1][CH2:2][CH2:3]1. The reactants are [NH:1]1[CH2:6][CH2:5][CH:4]([C:7](O)=O)[CH2:3][CH2:2]1.[NH2:10][C:11]1[CH:16]=[CH:15][CH:14]=[CH:13][C:12]=1[NH2:17].[OH-].[K+]. The yield is 1.00. (3) The reactants are [C:1](O)([C:3]([F:6])([F:5])[F:4])=O.C1C=CC(P(C2C=CC=CC=2)C2C=CC=CC=2)=CC=1.CCN(CC)CC.[CH3:34][O:35][C:36]([C:38]1[CH:39]=[C:40]([C:45]2[CH:50]=[CH:49][C:48]([CH3:51])=[CH:47][CH:46]=2)[CH:41]=[C:42]([NH2:44])[CH:43]=1)=[O:37].C(Cl)(Cl)(Cl)[Cl:53]. No catalyst specified. The product is [CH3:34][O:35][C:36]([C:38]1[CH:39]=[C:40]([C:45]2[CH:50]=[CH:49][C:48]([CH3:51])=[CH:47][CH:46]=2)[CH:41]=[C:42](/[N:44]=[C:1](\[Cl:53])/[C:3]([F:6])([F:5])[F:4])[CH:43]=1)=[O:37]. The yield is 0.600. (4) The reactants are CO[C:3](=[O:15])[CH:4]([NH:6][C:7]([C:9]1[CH:10]=[N:11][CH:12]=[CH:13][CH:14]=1)=[O:8])[CH3:5].[CH3:16][NH2:17]. The catalyst is C(O)C. The product is [CH3:16][NH:17][C:3]([CH:4]([NH:6][C:7](=[O:8])[C:9]1[CH:14]=[CH:13][CH:12]=[N:11][CH:10]=1)[CH3:5])=[O:15]. The yield is 0.500. (5) The reactants are C1(P(C2C=CC=CC=2)C2C=CC=CC=2)C=CC=CC=1.N(C(OC(C)C)=O)=NC(OC(C)C)=O.[CH2:34]([C:37]1[CH:42]=[C:41]([Br:43])[CH:40]=[C:39]([N+:44]([O-:46])=[O:45])[C:38]=1[OH:47])[CH:35]=[CH2:36].[F:48][C:49]([F:54])([F:53])[CH2:50][CH2:51]O. The catalyst is C1COCC1. The product is [CH2:34]([C:37]1[CH:42]=[C:41]([Br:43])[CH:40]=[C:39]([N+:44]([O-:46])=[O:45])[C:38]=1[O:47][CH2:51][CH2:50][C:49]([F:54])([F:53])[F:48])[CH:35]=[CH2:36]. The yield is 0.725. (6) The reactants are C(Cl)(=O)C(Cl)=O.[CH:7]([C:10]1[N:11]=[C:12]([C:15]([OH:17])=O)[S:13][CH:14]=1)([CH3:9])[CH3:8].C(N(C(C)C)CC)(C)C.[CH3:27][C:28]1[C:34]([O:35][CH3:36])=[CH:33][CH:32]=[C:31]([C:37](=[O:39])[CH3:38])[C:29]=1[NH2:30]. The catalyst is C1(C)C=CC=CC=1. The product is [C:37]([C:31]1[CH:32]=[CH:33][C:34]([O:35][CH3:36])=[C:28]([CH3:27])[C:29]=1[NH:30][C:15]([C:12]1[S:13][CH:14]=[C:10]([CH:7]([CH3:8])[CH3:9])[N:11]=1)=[O:17])(=[O:39])[CH3:38]. The yield is 0.910.